From a dataset of Peptide-MHC class I binding affinity with 185,985 pairs from IEDB/IMGT. Regression. Given a peptide amino acid sequence and an MHC pseudo amino acid sequence, predict their binding affinity value. This is MHC class I binding data. (1) The peptide sequence is RPLLARMPE. The MHC is HLA-B27:05 with pseudo-sequence HLA-B27:05. The binding affinity (normalized) is 0.0847. (2) The peptide sequence is SHDHPTDVDY. The MHC is Mamu-A20102 with pseudo-sequence Mamu-A20102. The binding affinity (normalized) is 0.798. (3) The peptide sequence is SMELPSFGV. The MHC is HLA-B27:05 with pseudo-sequence HLA-B27:05. The binding affinity (normalized) is 0.0847. (4) The peptide sequence is LVLLDYQGML. The MHC is Patr-B0101 with pseudo-sequence Patr-B0101. The binding affinity (normalized) is 0.